This data is from Forward reaction prediction with 1.9M reactions from USPTO patents (1976-2016). The task is: Predict the product of the given reaction. (1) Given the reactants [F:1][C:2]1[CH:15]=[C:14]2[C:5]([O:6][C:7]3[CH:8]=[CH:9][C:10]([NH:16][C:17](=[O:23])[O:18][C:19]([CH3:22])([CH3:21])[CH3:20])=[CH:11][C:12]=3[CH2:13]2)=[C:4](B2OC(C)(C)C(C)(C)O2)[CH:3]=1.C(=O)([O-])[O-].[Na+].[Na+].Cl[C:40]1[CH:45]=[C:44]([N:46]2[CH2:51][CH2:50][O:49][CH2:48][CH2:47]2)[CH:43]=[C:42]([O:52][CH2:53][C:54]2[CH:59]=[CH:58][C:57]([O:60][CH3:61])=[CH:56][CH:55]=2)[N:41]=1.COCCOC, predict the reaction product. The product is: [F:1][C:2]1[CH:15]=[C:14]2[C:5]([O:6][C:7]3[CH:8]=[CH:9][C:10]([NH:16][C:17](=[O:23])[O:18][C:19]([CH3:21])([CH3:20])[CH3:22])=[CH:11][C:12]=3[CH2:13]2)=[C:4]([C:40]2[CH:45]=[C:44]([N:46]3[CH2:51][CH2:50][O:49][CH2:48][CH2:47]3)[CH:43]=[C:42]([O:52][CH2:53][C:54]3[CH:59]=[CH:58][C:57]([O:60][CH3:61])=[CH:56][CH:55]=3)[N:41]=2)[CH:3]=1. (2) Given the reactants [Cl:1][C:2]1[C:3]([O:25][CH3:26])=[CH:4][C:5]([O:23][CH3:24])=[C:6]([CH2:8][CH2:9][C:10]2([CH:18]3[CH2:22][CH2:21][CH2:20][CH2:19]3)[O:15][C:14](=[O:16])[CH2:13][C:12](=[O:17])[CH2:11]2)[CH:7]=1.S(Cl)([Cl:30])(=O)=O, predict the reaction product. The product is: [Cl:30][C:13]1[C:14](=[O:16])[O:15][C:10]([CH2:9][CH2:8][C:6]2[CH:7]=[C:2]([Cl:1])[C:3]([O:25][CH3:26])=[CH:4][C:5]=2[O:23][CH3:24])([CH:18]2[CH2:22][CH2:21][CH2:20][CH2:19]2)[CH2:11][C:12]=1[OH:17].